Dataset: Catalyst prediction with 721,799 reactions and 888 catalyst types from USPTO. Task: Predict which catalyst facilitates the given reaction. (1) Reactant: [Br:1][C:2]1[CH:14]=[CH:13][C:12]2[C:11]3[C:6](=[CH:7][CH:8]=[CH:9][CH:10]=3)[CH2:5][C:4]=2[CH:3]=1.N1C=CC=CC=1.[OH-:21].C([N+](CCCC)(CCCC)CCCC)CCC. Product: [Br:1][C:2]1[CH:14]=[CH:13][C:12]2[C:11]3[C:6](=[CH:7][CH:8]=[CH:9][CH:10]=3)[C:5](=[O:21])[C:4]=2[CH:3]=1. The catalyst class is: 15. (2) Reactant: [N-:1]=[N+:2]=[N-:3].[Na+].CS(C)=O.Cl[CH2:10][C:11]1[N:12]=[C:13]([NH:16][C:17]([NH:19][CH2:20][C:21]2[CH:26]=[CH:25][CH:24]=[C:23]([F:27])[CH:22]=2)=[O:18])[S:14][CH:15]=1. Product: [N:1]([CH2:10][C:11]1[N:12]=[C:13]([NH:16][C:17]([NH:19][CH2:20][C:21]2[CH:26]=[CH:25][CH:24]=[C:23]([F:27])[CH:22]=2)=[O:18])[S:14][CH:15]=1)=[N+:2]=[N-:3]. The catalyst class is: 6. (3) The catalyst class is: 2. Reactant: [CH2:1]([C:3]([F:32])([CH2:30][CH3:31])[CH2:4][N:5]1[CH2:10][CH2:9][CH:8]([CH2:11][O:12][C:13]2[CH:18]=[CH:17][C:16]([C:19]3[CH:24]=[CH:23][C:22](C(O)=O)=[CH:21][C:20]=3[F:28])=[CH:15][C:14]=2[F:29])[CH2:7][CH2:6]1)[CH3:2].C(Cl)CCl.[CH:37]1[CH:38]=C[C:40]2[N:45](O)N=[N:43][C:41]=2[CH:42]=1.CCN(C(C)C)C(C)C.N1CCC[C@H]1[C:61](N)=[O:62].[OH2:64]. Product: [CH2:30]([C:3]([F:32])([CH2:1][CH3:2])[CH2:4][N:5]1[CH2:6][CH2:7][CH:8]([CH2:11][O:12][C:13]2[CH:18]=[CH:17][C:16]([C:19]3[C:20]([F:28])([C:61]([N:43]4[CH2:38][CH2:37][CH2:42][C@H:41]4[C:40]([NH2:45])=[O:64])=[O:62])[CH2:21][CH:22]=[CH:23][CH:24]=3)=[CH:15][C:14]=2[F:29])[CH2:9][CH2:10]1)[CH3:31]. (4) Reactant: C([O:8][C:9]1[C:27]([Cl:28])=[CH:26][C:12]([C:13]([NH:15][C:16]2[CH:25]=[CH:24][C:19]([C:20]([O:22][CH3:23])=[O:21])=[CH:18][CH:17]=2)=[O:14])=[CH:11][C:10]=1[Cl:29])C1C=CC=CC=1.B(Cl)(Cl)Cl. Product: [Cl:28][C:27]1[CH:26]=[C:12]([CH:11]=[C:10]([Cl:29])[C:9]=1[OH:8])[C:13]([NH:15][C:16]1[CH:17]=[CH:18][C:19]([C:20]([O:22][CH3:23])=[O:21])=[CH:24][CH:25]=1)=[O:14]. The catalyst class is: 2. (5) Reactant: Br[C:2]1[N:7]=[C:6]([NH:8][C:9]2[CH:13]=[C:12]([CH:14]3[CH2:16][CH2:15]3)[NH:11][N:10]=2)[CH:5]=[CH:4][N:3]=1.[S:17]1[CH:21]=[CH:20][CH:19]=[C:18]1B(O)O.C([O-])([O-])=O.[Na+].[Na+].O1CCOCC1. Product: [CH:14]1([C:12]2[NH:11][N:10]=[C:9]([NH:8][C:6]3[CH:5]=[CH:4][N:3]=[C:2]([C:18]4[S:17][CH:21]=[CH:20][CH:19]=4)[N:7]=3)[CH:13]=2)[CH2:16][CH2:15]1. The catalyst class is: 103. (6) Reactant: [OH:1][C:2]1[C:3]([O:19][CH3:20])=[C:4]([CH:16]=[CH:17][CH:18]=1)[CH:5]=[C:6]1[C:11](=[O:12])[O:10][C:9]([CH3:14])([CH3:13])[O:8][C:7]1=[O:15]. Product: [OH:1][C:2]1[C:3]([O:19][CH3:20])=[C:4]([CH:16]=[CH:17][CH:18]=1)[CH2:5][CH:6]1[C:11](=[O:12])[O:10][C:9]([CH3:13])([CH3:14])[O:8][C:7]1=[O:15]. The catalyst class is: 19. (7) The catalyst class is: 112. Reactant: [CH2:1]([N:8]1[C@@H:13]2[CH2:14][CH2:15][C@@:9]1([C:17]1[CH:22]=[CH:21][C:20]([F:23])=[CH:19][CH:18]=1)[C@H:10](O)[CH2:11][CH2:12]2)[C:2]1[CH:7]=[CH:6][CH:5]=[CH:4][CH:3]=1.C(N(CC)CC)C.[F:31][C:32]([F:47])([F:46])[C:33]1[CH:34]=[C:35]([CH:39]=[C:40]([C:42]([F:45])([F:44])[F:43])[CH:41]=1)[C:36](Cl)=[O:37].O. Product: [CH2:1]([N:8]1[C@H:13]2[CH2:14][CH2:15][C@:9]1([C:17]1[CH:18]=[CH:19][C:20]([F:23])=[CH:21][CH:22]=1)[C@H:10]([C:36](=[O:37])[C:35]1[CH:34]=[C:33]([C:32]([F:47])([F:46])[F:31])[CH:41]=[C:40]([C:42]([F:45])([F:44])[F:43])[CH:39]=1)[CH2:11][CH2:12]2)[C:2]1[CH:3]=[CH:4][CH:5]=[CH:6][CH:7]=1. (8) Reactant: [NH2:1][C@@H:2]([C:11]1[CH:16]=[CH:15][C:14]([F:17])=[C:13]([F:18])[CH:12]=1)[CH2:3][C:4]([O:6][C:7]([CH3:10])([CH3:9])[CH3:8])=[O:5].CN(C1C2C(N(C)C)=CC=CC=2C=CC=1)C.Cl[C:36]1[NH:41][C:40](=[O:42])[N:39]([CH:43]([CH3:45])[CH3:44])[C:38](=[O:46])[CH:37]=1. Product: [F:18][C:13]1[CH:12]=[C:11]([C@H:2]([NH:1][C:36]2[NH:41][C:40](=[O:42])[N:39]([CH:43]([CH3:44])[CH3:45])[C:38](=[O:46])[CH:37]=2)[CH2:3][C:4]([O:6][C:7]([CH3:10])([CH3:9])[CH3:8])=[O:5])[CH:16]=[CH:15][C:14]=1[F:17]. The catalyst class is: 37. (9) Reactant: BrC1C=C2C=NN(C(OCCCC)=O)C2=NC=1.[Br:18][C:19]1[CH:20]=[C:21]2[NH:27][N:26]=[CH:25][C:22]2=[N:23][CH:24]=1.[C:28](O[C:28]([O:30][C:31]([CH3:34])([CH3:33])[CH3:32])=[O:29])([O:30][C:31]([CH3:34])([CH3:33])[CH3:32])=[O:29].CCN(CC)CC.BrC1C=C2C=NN(C(OC(C)(C)C)=O)C2=NC=1. Product: [Br:18][C:19]1[CH:20]=[C:21]2[N:27]([C:28]([O:30][C:31]([CH3:34])([CH3:33])[CH3:32])=[O:29])[N:26]=[CH:25][C:22]2=[N:23][CH:24]=1. The catalyst class is: 594.